Dataset: Peptide-MHC class II binding affinity with 134,281 pairs from IEDB. Task: Regression. Given a peptide amino acid sequence and an MHC pseudo amino acid sequence, predict their binding affinity value. This is MHC class II binding data. (1) The peptide sequence is GLTSTRMFLKVRESNTTE. The MHC is DRB1_1501 with pseudo-sequence DRB1_1501. The binding affinity (normalized) is 0.253. (2) The peptide sequence is QFRRVKCKYPEGTKV. The MHC is HLA-DQA10102-DQB10602 with pseudo-sequence HLA-DQA10102-DQB10602. The binding affinity (normalized) is 0. (3) The peptide sequence is RPLWIIFSGNMNIKL. The MHC is DRB1_0701 with pseudo-sequence DRB1_0701. The binding affinity (normalized) is 0.667.